Dataset: Peptide-MHC class II binding affinity with 134,281 pairs from IEDB. Task: Regression. Given a peptide amino acid sequence and an MHC pseudo amino acid sequence, predict their binding affinity value. This is MHC class II binding data. (1) The peptide sequence is ISPYNSQNAVASKIL. The MHC is DRB1_0701 with pseudo-sequence DRB1_0701. The binding affinity (normalized) is 0.549. (2) The peptide sequence is KEVEEAWASACGGTG. The MHC is DRB5_0101 with pseudo-sequence DRB5_0101. The binding affinity (normalized) is 0.173. (3) The peptide sequence is RLEFDEFVTLAAKFI. The MHC is HLA-DQA10401-DQB10402 with pseudo-sequence HLA-DQA10401-DQB10402. The binding affinity (normalized) is 0.423. (4) The peptide sequence is KHIVWASRELERFAV. The MHC is HLA-DPA10201-DPB11401 with pseudo-sequence HLA-DPA10201-DPB11401. The binding affinity (normalized) is 0.372. (5) The peptide sequence is SAAPLRTITADTFRK. The MHC is DRB1_0701 with pseudo-sequence DRB1_0701. The binding affinity (normalized) is 0.242. (6) The peptide sequence is RKPLDNIKDNVGKME. The MHC is DRB1_0405 with pseudo-sequence DRB1_0405. The binding affinity (normalized) is 0.358. (7) The MHC is DRB1_0101 with pseudo-sequence DRB1_0101. The binding affinity (normalized) is 0.503. The peptide sequence is FDNIYSVNIERGLGL.